From a dataset of Forward reaction prediction with 1.9M reactions from USPTO patents (1976-2016). Predict the product of the given reaction. (1) The product is: [Cl:1][C:2]1[CH:7]=[C:6]([O:8][CH3:9])[C:5]([OH:10])=[C:4]([O:12][CH3:13])[CH:3]=1. Given the reactants [Cl:1][C:2]1[CH:3]=[C:4]([O:12][CH3:13])[C:5]([O:10]C)=[C:6]([O:8][CH3:9])[CH:7]=1.B(Cl)(Cl)Cl, predict the reaction product. (2) Given the reactants COC1C=CC(C)=CC=1[S:10]([C:13]1[CH:14]=[C:15]([C:22]([O:24][CH3:25])=[O:23])[C:16]2[O:20][CH2:19][CH2:18][C:17]=2[CH:21]=1)(=[O:12])=[O:11].O1[C:30]2[C:31](C(OC)=O)=[CH:32][CH:33]=[CH:34][C:29]=2[CH2:28]C1.CC1C=CC(S(O)(=O)=O)=CC=1, predict the reaction product. The product is: [CH3:28][C:29]1[CH:34]=[CH:33][C:32]([S:10]([C:13]2[CH:14]=[C:15]([C:22]([O:24][CH3:25])=[O:23])[C:16]3[O:20][CH2:19][CH2:18][C:17]=3[CH:21]=2)(=[O:11])=[O:12])=[CH:31][CH:30]=1. (3) Given the reactants [F:1][C:2]1([F:17])[CH2:5][CH:4]([O:6][C:7]2[CH:8]=[C:9]([CH2:13][C:14]([OH:16])=O)[CH:10]=[N:11][CH:12]=2)[CH2:3]1.CN(C(ON1N=NC2C=CC=NC1=2)=[N+](C)C)C.F[P-](F)(F)(F)(F)F.CCN(C(C)C)C(C)C.[F:51][C:52]([F:57])([F:56])[C:53]([OH:55])=[O:54].[NH2:58][C:59]1[N:64]=[N:63][C:62]([CH2:65][CH2:66][CH:67]([F:78])[CH2:68][N:69]2[CH:73]=[C:72]([C:74]([NH:76][CH3:77])=[O:75])[N:71]=[N:70]2)=[CH:61][CH:60]=1, predict the reaction product. The product is: [F:51][C:52]([F:57])([F:56])[C:53]([OH:55])=[O:54].[F:17][C:2]1([F:1])[CH2:3][CH:4]([O:6][C:7]2[CH:8]=[C:9]([CH2:13][C:14]([NH:58][C:59]3[N:64]=[N:63][C:62]([CH2:65][CH2:66][CH:67]([F:78])[CH2:68][N:69]4[CH:73]=[C:72]([C:74]([NH:76][CH3:77])=[O:75])[N:71]=[N:70]4)=[CH:61][CH:60]=3)=[O:16])[CH:10]=[N:11][CH:12]=2)[CH2:5]1. (4) Given the reactants [CH2:1]([C@@H:5]1[NH:10][CH2:9][C@H:8]([CH2:11][S:12][CH3:13])[NH:7][C:6]1=[O:14])[CH:2]([CH3:4])[CH3:3].[F:15][C:16]1[CH:21]=[CH:20][C:19]([C:22]2[O:26][N:25]=[C:24]([CH:27]=O)[CH:23]=2)=[CH:18][CH:17]=1.C([C@@H]1N(CC2C=C(C3C=CC=CC=3)ON=2)C[C@H](CC(C)C)NC1=O)C(C)C, predict the reaction product. The product is: [F:15][C:16]1[CH:17]=[CH:18][C:19]([C:22]2[O:26][N:25]=[C:24]([CH2:27][N:10]3[CH2:9][C@H:8]([CH2:11][S:12][CH3:13])[NH:7][C:6](=[O:14])[C@@H:5]3[CH2:1][CH:2]([CH3:4])[CH3:3])[CH:23]=2)=[CH:20][CH:21]=1.